From a dataset of Forward reaction prediction with 1.9M reactions from USPTO patents (1976-2016). Predict the product of the given reaction. Given the reactants [BH4-].[Na+].[C:3]1(=[O:15])[C:6]2=[C:7]3[C:12](=[CH:13][CH:14]=[C:5]2[CH2:4]1)[CH:11]=[CH:10][CH:9]=[CH:8]3, predict the reaction product. The product is: [CH:3]1([OH:15])[C:6]2=[C:7]3[C:12](=[CH:13][CH:14]=[C:5]2[CH2:4]1)[CH:11]=[CH:10][CH:9]=[CH:8]3.